Dataset: Forward reaction prediction with 1.9M reactions from USPTO patents (1976-2016). Task: Predict the product of the given reaction. (1) Given the reactants [CH3:1][N:2]([CH3:36])[CH2:3][CH2:4][NH:5][C:6]([NH:8][C:9]1[CH:14]=[CH:13][C:12]([C:15]2[N:16]=[C:17]([N:30]3[CH2:35][CH2:34][O:33][CH2:32][CH2:31]3)[C:18]3[N:23]=[N:22][N:21]([CH:24]4[CH2:29][CH2:28][NH:27][CH2:26][CH2:25]4)[C:19]=3[N:20]=2)=[CH:11][CH:10]=1)=[O:7].[NH:37]1[CH:41]=[CH:40][CH:39]=[C:38]1[CH:42]=O.[BH-](OC(C)=O)(OC(C)=O)OC(C)=O.[Na+].CC(O)=O, predict the reaction product. The product is: [NH:37]1[CH:41]=[CH:40][CH:39]=[C:38]1[CH2:42][N:27]1[CH2:28][CH2:29][CH:24]([N:21]2[C:19]3[N:20]=[C:15]([C:12]4[CH:11]=[CH:10][C:9]([NH:8][C:6]([NH:5][CH2:4][CH2:3][N:2]([CH3:36])[CH3:1])=[O:7])=[CH:14][CH:13]=4)[N:16]=[C:17]([N:30]4[CH2:35][CH2:34][O:33][CH2:32][CH2:31]4)[C:18]=3[N:23]=[N:22]2)[CH2:25][CH2:26]1. (2) Given the reactants [CH2:1]([O:3][C:4]([CH:6]1[O:11][CH2:10][CH2:9][NH:8][CH2:7]1)=[O:5])[CH3:2].[O:12]([C:19]1[CH:20]=[C:21]([CH:24]=[CH:25][CH:26]=1)[CH:22]=O)[C:13]1[CH:18]=[CH:17][CH:16]=[CH:15][CH:14]=1.C(Cl)Cl.C(O[BH-](OC(=O)C)OC(=O)C)(=O)C.[Na+].C(=O)(O)[O-].[Na+], predict the reaction product. The product is: [CH2:1]([O:3][C:4]([CH:6]1[O:11][CH2:10][CH2:9][N:8]([CH2:22][C:21]2[CH:24]=[CH:25][CH:26]=[C:19]([O:12][C:13]3[CH:18]=[CH:17][CH:16]=[CH:15][CH:14]=3)[CH:20]=2)[CH2:7]1)=[O:5])[CH3:2]. (3) The product is: [CH3:19][O:20][C:21](=[O:34])[CH2:22][N:23]1[C:31]2[C:26](=[CH:27][C:28]([F:32])=[CH:29][CH:30]=2)[C:25]([CH2:12][C:11]2[CH:14]=[CH:15][C:16]([Cl:18])=[CH:17][C:10]=2[S:7]([C:1]2[CH:6]=[CH:5][CH:4]=[CH:3][CH:2]=2)(=[O:9])=[O:8])=[C:24]1[CH3:33]. Given the reactants [C:1]1([S:7]([C:10]2[CH:17]=[C:16]([Cl:18])[CH:15]=[CH:14][C:11]=2[CH:12]=O)(=[O:9])=[O:8])[CH:6]=[CH:5][CH:4]=[CH:3][CH:2]=1.[CH3:19][O:20][C:21](=[O:34])[CH2:22][N:23]1[C:31]2[C:26](=[CH:27][C:28]([F:32])=[CH:29][CH:30]=2)[CH:25]=[C:24]1[CH3:33], predict the reaction product. (4) Given the reactants Cl[CH2:2][C:3]([NH:5][C:6]1[S:10][C:9]2[CH2:11][CH2:12][CH2:13][CH2:14][C:8]=2[C:7]=1[C:15]([NH2:17])=[O:16])=O.[OH-:18].[Na+], predict the reaction product. The product is: [OH:18][CH2:2][C:3]1[N:17]=[C:15]([OH:16])[C:7]2[C:8]3[CH2:14][CH2:13][CH2:12][CH2:11][C:9]=3[S:10][C:6]=2[N:5]=1.